Task: Binary Classification. Given a drug SMILES string, predict its activity (active/inactive) in a high-throughput screening assay against a specified biological target.. Dataset: Choline transporter screen with 302,306 compounds (1) The drug is O(CCCn\1c2nc3n(c(=O)c2cc(c1=N\C(=O)c1ccncc1)C#N)cccc3)C(C)C. The result is 0 (inactive). (2) The molecule is S(c1[nH]c(c(Cc2c3c(ccc2)cccc3)c(=O)n1)C)CC=C. The result is 0 (inactive).